This data is from CYP3A4 inhibition data for predicting drug metabolism from PubChem BioAssay. The task is: Regression/Classification. Given a drug SMILES string, predict its absorption, distribution, metabolism, or excretion properties. Task type varies by dataset: regression for continuous measurements (e.g., permeability, clearance, half-life) or binary classification for categorical outcomes (e.g., BBB penetration, CYP inhibition). Dataset: cyp3a4_veith. (1) The drug is CCc1cccc(NC(=O)CN(C)S(=O)(=O)c2cnc[nH]2)c1. The result is 1 (inhibitor). (2) The molecule is C=CCn1c(SC(C)C(=O)NCc2ccc3c(c2)OCO3)nc2scc(-c3ccccc3)c2c1=O. The result is 1 (inhibitor). (3) The drug is COc1ccccc1-c1cncnc1NCc1cccs1. The result is 1 (inhibitor). (4) The drug is Cc1n[nH]c(=O)[nH]c1=O. The result is 0 (non-inhibitor). (5) The result is 0 (non-inhibitor). The drug is O=C(Nc1ccccc1)N1CC[C@@]2(CCCNC2)C1.